This data is from Forward reaction prediction with 1.9M reactions from USPTO patents (1976-2016). The task is: Predict the product of the given reaction. (1) Given the reactants C[O:2][C:3](=[O:44])[CH2:4][N:5]([C:7]1[CH:12]=[CH:11][CH:10]=[C:9]([O:13][CH2:14][CH2:15][CH2:16][N:17]([CH2:32][C:33]2[CH:38]=[CH:37][CH:36]=[C:35]([C:39]([F:42])([F:41])[F:40])[C:34]=2[Cl:43])[CH2:18][CH:19]([C:26]2[CH:31]=[CH:30][CH:29]=[CH:28][CH:27]=2)[C:20]2[CH:25]=[CH:24][CH:23]=[CH:22][CH:21]=2)[CH:8]=1)[CH3:6].COC(=O)CNC1C=CC=C(OCCCN(CC2C=CC=C(C(F)(F)F)C=2Cl)CC(C2C=CC=CC=2)C2C=CC=CC=2)C=1, predict the reaction product. The product is: [ClH:43].[Cl:43][C:34]1[C:35]([C:39]([F:40])([F:41])[F:42])=[CH:36][CH:37]=[CH:38][C:33]=1[CH2:32][N:17]([CH2:18][CH:19]([C:20]1[CH:21]=[CH:22][CH:23]=[CH:24][CH:25]=1)[C:26]1[CH:27]=[CH:28][CH:29]=[CH:30][CH:31]=1)[CH2:16][CH2:15][CH2:14][O:13][C:9]1[CH:8]=[C:7]([N:5]([CH2:4][C:3]([OH:44])=[O:2])[CH3:6])[CH:12]=[CH:11][CH:10]=1. (2) Given the reactants [C:1]([C:3]1[S:7][C:6]([NH:8][C:9]2[CH:14]=[C:13]([N:15]3[CH2:20][CH2:19][N:18]([CH3:21])[CH2:17][CH2:16]3)[N:12]=[C:11]([S:22][CH2:23][CH2:24][NH2:25])[N:10]=2)=[N:5][CH:4]=1)#[N:2].C(N(CC)CC)C.[C:33](Cl)(=[O:36])[CH:34]=[CH2:35], predict the reaction product. The product is: [C:1]([C:3]1[S:7][C:6]([NH:8][C:9]2[CH:14]=[C:13]([N:15]3[CH2:20][CH2:19][N:18]([CH3:21])[CH2:17][CH2:16]3)[N:12]=[C:11]([S:22][CH2:23][CH2:24][NH:25][C:33](=[O:36])[CH:34]=[CH2:35])[N:10]=2)=[N:5][CH:4]=1)#[N:2]. (3) Given the reactants C([O:4][CH2:5][C:6]([CH3:47])([CH3:46])[CH2:7][N:8]1[C:14]2[CH:15]=[CH:16][C:17]([Cl:19])=[CH:18][C:13]=2[C@@H:12]([C:20]2[CH:25]=[CH:24][CH:23]=[C:22]([O:26][CH3:27])[C:21]=2[O:28][CH3:29])[O:11][C@H:10]([CH2:30][C:31]([NH:33][C:34]2[CH:35]=[C:36]([CH:41]=[CH:42][C:43]=2[F:44])[C:37]([O:39]C)=[O:38])=[O:32])[C:9]1=[O:45])(=O)C.[OH-].[Na+].C(O)C, predict the reaction product. The product is: [Cl:19][C:17]1[CH:16]=[CH:15][C:14]2[N:8]([CH2:7][C:6]([CH3:47])([CH3:46])[CH2:5][OH:4])[C:9](=[O:45])[C@@H:10]([CH2:30][C:31]([NH:33][C:34]3[CH:35]=[C:36]([CH:41]=[CH:42][C:43]=3[F:44])[C:37]([OH:39])=[O:38])=[O:32])[O:11][C@H:12]([C:20]3[CH:25]=[CH:24][CH:23]=[C:22]([O:26][CH3:27])[C:21]=3[O:28][CH3:29])[C:13]=2[CH:18]=1.